This data is from Catalyst prediction with 721,799 reactions and 888 catalyst types from USPTO. The task is: Predict which catalyst facilitates the given reaction. (1) Reactant: C[O:2][C:3](=[O:32])[C:4]1[CH:9]=[CH:8][C:7]([OH:10])=[C:6]([NH:11][C:12](=[O:31])[CH2:13][O:14][C:15]2[CH:20]=[CH:19][C:18]([C:21]34[CH2:30]C5CC(CC(C5)[CH2:22]3)[CH2:28]4)=[CH:17][CH:16]=2)[CH:5]=1.[OH-].[K+].Cl. Product: [C:21]([C:18]1[CH:19]=[CH:20][C:15]([O:14][CH2:13][C:12]([NH:11][C:6]2[CH:5]=[C:4]([CH:9]=[CH:8][C:7]=2[OH:10])[C:3]([OH:32])=[O:2])=[O:31])=[CH:16][CH:17]=1)([CH3:30])([CH3:22])[CH3:28]. The catalyst class is: 38. (2) The catalyst class is: 6. Reactant: [C:1]([O:6][CH2:7][CH2:8][CH2:9][CH2:10][CH2:11][CH2:12][CH2:13][CH2:14][CH2:15][CH2:16][CH2:17][CH3:18])(=[O:5])[C:2]([CH3:4])=[CH2:3].[C:19]([OH:24])(=[O:23])[C:20]([CH3:22])=[CH2:21].C(OCCOC(=O)C(C)=C)(=O)C(C)=C.C(OOC(=O)CCCCCCCCCCC)(=O)CCCCCCCCCCC.C(N(C)CCS(O)(=O)=O)(=O)CCCCCCCCCCCCCCCCC.[Na].[OH-].[Na+:96]. Product: [C:1]([O:6][CH2:7][CH2:8][CH2:9][CH2:10][CH2:11][CH2:12][CH2:13][CH2:14][CH2:15][CH2:16][CH2:17][CH3:18])(=[O:5])[C:2]([CH3:4])=[CH2:3].[C:19]([O-:24])(=[O:23])[C:20]([CH3:22])=[CH2:21].[Na+:96]. (3) Reactant: Cl[C:2]1[C:7]([C:8]2[CH:9]=[N:10][CH:11]=[CH:12][C:13]=2[NH:14]C(=O)OC(C)(C)C)=[CH:6][CH:5]=[C:4]([Cl:22])[N:3]=1.C(=O)([O-])[O-].[K+].[K+].C1OCCOCCOCCOCCOCCOC1.O. Product: [Cl:22][C:4]1[CH:5]=[CH:6][C:7]2[C:8]3[CH:9]=[N:10][CH:11]=[CH:12][C:13]=3[NH:14][C:2]=2[N:3]=1. The catalyst class is: 121. (4) Reactant: [Br:1][C:2]1[C:3]([C:11]2[CH:16]=[CH:15][CH:14]=[CH:13][CH:12]=2)=[N:4][NH:5][C:6]=1[C:7]([F:10])([F:9])[F:8].C([O-])([O-])=O.[K+].[K+].Cl[CH2:24][C:25]([N:27]1[CH2:32][CH2:31][N:30]([C:33]2[CH:38]=[CH:37][C:36]([Cl:39])=[C:35]([O:40][CH3:41])[CH:34]=2)[CH2:29][CH2:28]1)=[O:26].CN(C=O)C. Product: [Cl:39][C:36]1[CH:37]=[CH:38][C:33]([N:30]2[CH2:31][CH2:32][N:27]([C:25](=[O:26])[CH2:24][N:5]3[C:6]([C:7]([F:8])([F:10])[F:9])=[C:2]([Br:1])[C:3]([C:11]4[CH:12]=[CH:13][CH:14]=[CH:15][CH:16]=4)=[N:4]3)[CH2:28][CH2:29]2)=[CH:34][C:35]=1[O:40][CH3:41]. The catalyst class is: 195. (5) Product: [Br:18][C:15]1[CH:16]=[CH:17][C:12]([CH:8]2[CH2:7][CH:6]([S:34][C:30]3[CH:31]=[CH:32][CH:33]=[C:28]([O:41][CH:40]([CH3:42])[CH3:20])[CH:29]=3)[CH2:11][CH2:10][O:9]2)=[C:13]([F:19])[CH:14]=1. Reactant: CS(O[CH:6]1[CH2:11][CH2:10][O:9][CH:8]([C:12]2[CH:17]=[CH:16][C:15]([Br:18])=[CH:14][C:13]=2[F:19])[CH2:7]1)(=O)=O.[C:20]([O-])([O-])=O.[K+].[K+].FC(F)(F)[C:28]1[CH:29]=[C:30]([SH:34])[CH:31]=[CH:32][CH:33]=1.CCO[C:40]([CH3:42])=[O:41]. The catalyst class is: 3. (6) Reactant: [CH3:1][NH:2][CH2:3][CH2:4][OH:5].CCN(CC)CC.C1(C)C=CC=CC=1.Cl[C:21]([O:23][CH2:24][C:25]1[CH:30]=[CH:29][CH:28]=[CH:27][CH:26]=1)=[O:22]. Product: [CH3:1][N:2]([C:21]([O:23][CH2:24][C:25]1[CH:30]=[CH:29][CH:28]=[CH:27][CH:26]=1)=[O:22])[CH2:3][CH2:4][OH:5]. The catalyst class is: 18.